Dataset: Full USPTO retrosynthesis dataset with 1.9M reactions from patents (1976-2016). Task: Predict the reactants needed to synthesize the given product. (1) The reactants are: [K].C[C:3]1([C:10]2[CH:15]=[CH:14][CH:13]=[CH:12][CH:11]=2)[NH:7][C:6](=[O:8])[NH:5][C:4]1=[O:9].[C:16]1([C:26](Cl)=[O:27])[C:25]2[C:20](=[CH:21][CH:22]=[CH:23][CH:24]=2)[CH:19]=[CH:18][CH:17]=1.[C:29](OCC)(=O)C. Given the product [CH3:29][N:7]1[CH:3]([C:10]2[CH:11]=[CH:12][CH:13]=[CH:14][CH:15]=2)[C:4](=[O:9])[N:5]([C:26]([C:16]2[C:25]3[C:20](=[CH:21][CH:22]=[CH:23][CH:24]=3)[CH:19]=[CH:18][CH:17]=2)=[O:27])[C:6]1=[O:8], predict the reactants needed to synthesize it. (2) Given the product [CH3:15][C:16]1([CH3:42])[CH2:25][CH2:24][C:23]([CH3:26])([CH3:27])[C:22]2[CH:21]=[C:20]([C:28]3[N:29]=[C:30]([CH2:33][CH2:34][C:35]4[CH:36]=[CH:37][C:38]([NH:41][C:12]([CH:8]5[CH2:11][CH2:10][CH2:9]5)=[O:13])=[CH:39][CH:40]=4)[O:31][CH:32]=3)[CH:19]=[CH:18][C:17]1=2, predict the reactants needed to synthesize it. The reactants are: C(N(CC)CC)C.[CH:8]1([C:12](Cl)=[O:13])[CH2:11][CH2:10][CH2:9]1.[CH3:15][C:16]1([CH3:42])[CH2:25][CH2:24][C:23]([CH3:27])([CH3:26])[C:22]2[CH:21]=[C:20]([C:28]3[N:29]=[C:30]([CH2:33][CH2:34][C:35]4[CH:40]=[CH:39][C:38]([NH2:41])=[CH:37][CH:36]=4)[O:31][CH:32]=3)[CH:19]=[CH:18][C:17]1=2.